This data is from Full USPTO retrosynthesis dataset with 1.9M reactions from patents (1976-2016). The task is: Predict the reactants needed to synthesize the given product. (1) The reactants are: [F:1][C:2]1[CH:7]=[CH:6][C:5]([C:8]([CH3:26])=[CH:9][N:10]2[C:18]3[CH:17]=[CH:16][C:15]([NH:19][CH3:20])=[CH:14][C:13]=3[C:12]3[CH2:21][N:22]([CH3:25])[CH2:23][CH2:24][C:11]2=3)=[CH:4][CH:3]=1.C(O[C:31](=[O:33])[CH3:32])(=O)C.[OH-].[Na+]. Given the product [F:1][C:2]1[CH:3]=[CH:4][C:5](/[C:8](/[CH3:26])=[CH:9]/[N:10]2[C:18]3[CH:17]=[CH:16][C:15]([N:19]([CH3:20])[C:31](=[O:33])[CH3:32])=[CH:14][C:13]=3[C:12]3[CH2:21][N:22]([CH3:25])[CH2:23][CH2:24][C:11]2=3)=[CH:6][CH:7]=1, predict the reactants needed to synthesize it. (2) Given the product [OH:6][C@H:4]1[C@H:3]2[O:7][CH2:8][C@@H:9]([O:10][S:17]([C:12]3[CH:11]=[CH:16][C:15]([CH3:23])=[CH:14][CH:13]=3)(=[O:18])=[O:19])[C@H:2]2[O:1][CH2:5]1, predict the reactants needed to synthesize it. The reactants are: [O:1]1[CH2:5][C@@H:4]([OH:6])[C@@H:3]2[O:7][CH2:8][C@@H:9]([OH:10])[C@@H:2]12.[C:11]1(C)[C:12]([S:17](Cl)(=[O:19])=[O:18])=[CH:13][CH:14]=[CH:15][CH:16]=1.N1C=CC=C[CH:23]=1. (3) Given the product [Cl:1][C:2]1[C:10]2[C:5](=[CH:6][CH:7]=[C:8]([C:12]([OH:14])=[O:13])[C:9]=2[F:11])[N:4]([CH3:16])[CH:3]=1, predict the reactants needed to synthesize it. The reactants are: [Cl:1][C:2]1[C:10]2[C:5](=[CH:6][CH:7]=[C:8]([C:12]([O:14]C)=[O:13])[C:9]=2[F:11])[N:4]([CH3:16])[CH:3]=1.[OH-].[Na+]. (4) Given the product [O:1]1[CH2:5][CH2:4][CH:3]([CH2:6][CH2:7][CH2:8][OH:9])[CH2:2]1, predict the reactants needed to synthesize it. The reactants are: [O:1]1[CH2:5][CH2:4][CH:3]([CH2:6][CH2:7][C:8](O)=[O:9])[CH2:2]1. (5) Given the product [OH:9][C:10]1[CH:19]=[C:18]2[C:13]([C:14]([NH:20][C:21]3[CH:22]=[C:23]4[C:27](=[CH:28][CH:29]=3)[NH:26][CH:25]=[CH:24]4)=[N:15][CH:16]=[N:17]2)=[CH:12][C:11]=1[O:30][CH3:31], predict the reactants needed to synthesize it. The reactants are: Cl.C([O:9][C:10]1[CH:19]=[C:18]2[C:13]([C:14]([NH:20][C:21]3[CH:22]=[C:23]4[C:27](=[CH:28][CH:29]=3)[NH:26][CH:25]=[CH:24]4)=[N:15][CH:16]=[N:17]2)=[CH:12][C:11]=1[O:30][CH3:31])C1C=CC=CC=1.C([O-])=O.[NH4+]. (6) Given the product [Cl:1][C:2]1[CH:7]=[CH:6][C:5]([N:8]2[CH2:13][CH2:12][CH:11]([CH:14]([NH2:29])[CH2:15][N:16]3[C:20]([CH3:21])=[CH:19][C:18]([C:22]([F:25])([F:24])[F:23])=[N:17]3)[CH2:10][CH2:9]2)=[CH:4][C:3]=1[O:27][CH3:28], predict the reactants needed to synthesize it. The reactants are: [Cl:1][C:2]1[CH:7]=[CH:6][C:5]([N:8]2[CH2:13][CH2:12][CH:11]([C:14](=O)[CH2:15][N:16]3[C:20]([CH3:21])=[CH:19][C:18]([C:22]([F:25])([F:24])[F:23])=[N:17]3)[CH2:10][CH2:9]2)=[CH:4][C:3]=1[O:27][CH3:28].[NH3:29].[BH4-].[Na+].[NH4+].[OH-].